This data is from Forward reaction prediction with 1.9M reactions from USPTO patents (1976-2016). The task is: Predict the product of the given reaction. (1) Given the reactants [Cl:1][C:2]1[CH:7]=[CH:6][C:5]([CH:8]([C:10]2[CH:11]=[N:12][CH:13]=[CH:14][C:15]=2[Cl:16])[OH:9])=[CH:4][CH:3]=1.C([O-])(O)=O.[Na+], predict the reaction product. The product is: [Cl:1][C:2]1[CH:3]=[CH:4][C:5]([C:8]([C:10]2[CH:11]=[N:12][CH:13]=[CH:14][C:15]=2[Cl:16])=[O:9])=[CH:6][CH:7]=1. (2) Given the reactants [O:1]1[CH2:6][CH2:5][N:4]([C:7]2[N:12]=[C:11]([N:13]3[CH2:18][CH2:17][O:16][CH2:15][CH2:14]3)[CH:10]=[C:9](Cl)[N:8]=2)[CH2:3][CH2:2]1.[F:20][C:21]([F:39])([F:38])[C:22]1[C:27](B2OC(C)(C)C(C)(C)O2)=[CH:26][N:25]=[C:24]([NH2:37])[CH:23]=1, predict the reaction product. The product is: [N:4]1([C:7]2[N:8]=[C:9]([C:27]3[C:22]([C:21]([F:39])([F:38])[F:20])=[CH:23][C:24]([NH2:37])=[N:25][CH:26]=3)[CH:10]=[C:11]([N:13]3[CH2:18][CH2:17][O:16][CH2:15][CH2:14]3)[N:12]=2)[CH2:5][CH2:6][O:1][CH2:2][CH2:3]1. (3) Given the reactants Br[C:2](Br)=[CH:3][C:4]1[CH:9]=[CH:8][C:7]([O:10][CH3:11])=[C:6]([O:12][CH2:13][CH3:14])[CH:5]=1.[Li]CCCC, predict the reaction product. The product is: [CH2:13]([O:12][C:6]1[CH:5]=[C:4]([C:3]#[CH:2])[CH:9]=[CH:8][C:7]=1[O:10][CH3:11])[CH3:14]. (4) Given the reactants [CH2:1]([C:5]1[CH:10]=[CH:9][C:8]([C:11]2[O:15][N:14]=[C:13]([C:16]3[CH:21]=[CH:20][C:19]([C@H:22]([NH:24][C@H:25]4[CH2:28][C@H:27]([C:29]([O:31]CC)=[O:30])[CH2:26]4)[CH3:23])=[CH:18][CH:17]=3)[N:12]=2)=[CH:7][CH:6]=1)[CH:2]([CH3:4])[CH3:3].CO.O.O.[OH-].[Li+], predict the reaction product. The product is: [CH2:1]([C:5]1[CH:10]=[CH:9][C:8]([C:11]2[O:15][N:14]=[C:13]([C:16]3[CH:21]=[CH:20][C:19]([C@H:22]([NH:24][C@H:25]4[CH2:28][C@H:27]([C:29]([OH:31])=[O:30])[CH2:26]4)[CH3:23])=[CH:18][CH:17]=3)[N:12]=2)=[CH:7][CH:6]=1)[CH:2]([CH3:4])[CH3:3]. (5) Given the reactants [CH3:1][C:2]([OH:11])([CH2:4][CH2:5][C:6]1[S:7][CH:8]=[CH:9][CH:10]=1)[CH3:3].[Li+].CC([N-]C(C)C)C.COB(OC)OC.Cl[C:28]1[C:33]([O:34][CH3:35])=[CH:32][N:31]=[C:30]([S:36][CH3:37])[N:29]=1.C(=O)(O)[O-].[Na+], predict the reaction product. The product is: [CH3:35][O:34][C:33]1[C:28]([C:8]2[S:7][C:6]([CH2:5][CH2:4][C:2]([CH3:1])([OH:11])[CH3:3])=[CH:10][CH:9]=2)=[N:29][C:30]([S:36][CH3:37])=[N:31][CH:32]=1. (6) Given the reactants [NH2:1][C:2]1[CH:9]=[CH:8][CH:7]=[C:6](Br)[C:3]=1[C:4]#[N:5].[CH3:11][C:12]([CH3:16])([CH3:15])[C:13]#[CH:14].C([O-])([O-])=O.[K+].[K+], predict the reaction product. The product is: [NH2:1][C:2]1[CH:9]=[CH:8][CH:7]=[C:6]([C:14]#[C:13][C:12]([CH3:16])([CH3:15])[CH3:11])[C:3]=1[C:4]#[N:5]. (7) Given the reactants [N:1]([CH2:4][C:5]1[CH:10]=[CH:9][CH:8]=[C:7]([CH3:11])[C:6]=1[Cl:12])=[N+]=[N-].C1(P(C2C=CC=CC=2)C2C=CC=CC=2)C=CC=CC=1.[OH-].[K+].Cl, predict the reaction product. The product is: [Cl:12][C:6]1[C:7]([CH3:11])=[CH:8][CH:9]=[CH:10][C:5]=1[CH2:4][NH2:1]. (8) Given the reactants [OH:1][CH2:2][C:3]1[CH2:4][C@H:5]2[C@@:10]([CH3:12])([CH:11]=1)[C@H:9]([CH3:13])[CH2:8][C:7](=[O:14])[CH2:6]2.N.[Li].C(OCC)(=O)C, predict the reaction product. The product is: [OH:1][CH2:2][C:3]1[CH2:4][C@H:5]2[C@@:10]([CH3:12])([CH:11]=1)[C@H:9]([CH3:13])[CH2:8][C@H:7]([OH:14])[CH2:6]2. (9) Given the reactants [CH3:1][N:2]([CH3:13])[CH2:3][CH2:4][O:5][C:6]1[CH:11]=[CH:10][C:9]([NH2:12])=[CH:8][CH:7]=1.C(N1CCN(C2C=C(N[C:29]([C:31]3[C:32]4[N:33]=[CH:34][CH:35]=[N:36][C:37]=4[C:38]([C:41]4[CH:46]=[C:45]([O:47][CH3:48])[CH:44]=[CH:43][C:42]=4[Cl:49])=[CH:39][CH:40]=3)=[O:30])C=CC=2)CC1)C, predict the reaction product. The product is: [CH3:1][N:2]([CH3:13])[CH2:3][CH2:4][O:5][C:6]1[CH:11]=[CH:10][C:9]([NH:12][C:29]([C:31]2[C:32]3[N:33]=[CH:34][CH:35]=[N:36][C:37]=3[C:38]([C:41]3[CH:46]=[C:45]([O:47][CH3:48])[CH:44]=[CH:43][C:42]=3[Cl:49])=[CH:39][CH:40]=2)=[O:30])=[CH:8][CH:7]=1. (10) The product is: [Cl:1][C:2]1[CH:3]=[CH:4][C:5]([N:8]2[CH:12]=[CH:11][C:10]([O:13][CH2:14]/[C:15](/[CH3:16])=[CH:26]\[C:27](=[N:32]/[O:33][CH3:34])\[C:28]([O:30][CH3:31])=[O:29])=[N:9]2)=[CH:6][CH:7]=1. Given the reactants [Cl:1][C:2]1[CH:7]=[CH:6][C:5]([N:8]2[CH:12]=[CH:11][C:10]([O:13][CH2:14][C:15](=O)[CH3:16])=[N:9]2)=[CH:4][CH:3]=1.C(OP([CH2:26]/[C:27](=[N:32]\[O:33][CH3:34])/[C:28]([O:30][CH3:31])=[O:29])(OCC)=O)C, predict the reaction product.